Dataset: Catalyst prediction with 721,799 reactions and 888 catalyst types from USPTO. Task: Predict which catalyst facilitates the given reaction. (1) Reactant: [F:1][C:2]1[CH:3]=[CH:4][CH:5]=[C:6]2[C:10]=1[NH:9][N:8]=[CH:7]2.[N+:11]([O-])([O-:13])=[O:12].[K+]. Product: [F:1][C:2]1[CH:3]=[C:4]([N+:11]([O-:13])=[O:12])[CH:5]=[C:6]2[C:10]=1[NH:9][N:8]=[CH:7]2. The catalyst class is: 65. (2) Reactant: [I:1][C:2]1[C:10]2[C:9](=[O:11])[N:8]([CH3:12])[CH:7]=[N:6][C:5]=2[NH:4][CH:3]=1.[C:13]1([CH3:23])[CH:18]=[CH:17][C:16]([S:19](Cl)(=[O:21])=[O:20])=[CH:15][CH:14]=1.C(N(CC)CC)C. Product: [I:1][C:2]1[C:10]2[C:9](=[O:11])[N:8]([CH3:12])[CH:7]=[N:6][C:5]=2[N:4]([S:19]([C:16]2[CH:17]=[CH:18][C:13]([CH3:23])=[CH:14][CH:15]=2)(=[O:21])=[O:20])[CH:3]=1. The catalyst class is: 220. (3) Reactant: [NH:1]1[CH2:5][CH2:4][CH2:3][C@H:2]1[CH2:6][N:7]1[CH2:11][CH2:10][CH2:9][CH2:8]1.CN1CCOCC1.[Cl:19][C:20]1[CH:37]=[CH:36][C:23]2[NH:24][C:25]([C:27]3[CH:35]=[CH:34][C:30]([C:31](Cl)=[O:32])=[CH:29][CH:28]=3)=[N:26][C:22]=2[CH:21]=1. Product: [Cl:19][C:20]1[CH:37]=[CH:36][C:23]2[NH:24][C:25]([C:27]3[CH:28]=[CH:29][C:30]([C:31]([N:1]4[CH2:5][CH2:4][CH2:3][CH:2]4[CH2:6][N:7]4[CH2:11][CH2:10][CH2:9][CH2:8]4)=[O:32])=[CH:34][CH:35]=3)=[N:26][C:22]=2[CH:21]=1. The catalyst class is: 4. (4) Reactant: [Cl:1][C:2]1[C:14]([Cl:15])=[CH:13][C:5]2[N:6]([CH3:12])[C:7](C(C)=C)=[N:8][C:4]=2[CH:3]=1.[Cl:16]N1C(=O)N(Cl)C(=O)N(Cl)C1=O.[CH3:28][C:29]([CH3:31])=[O:30]. Product: [Cl:16][CH2:28][C:29]([C:7]1[N:6]([CH3:12])[C:5]2[CH:13]=[C:14]([Cl:15])[C:2]([Cl:1])=[CH:3][C:4]=2[N:8]=1)([OH:30])[CH3:31]. The catalyst class is: 6. (5) Reactant: C([O:3][C:4](=[O:28])[CH2:5][N:6]([CH2:17][CH2:18][C:19]1[CH:24]=[CH:23][C:22]([N+:25]([O-:27])=[O:26])=[CH:21][CH:20]=1)[S:7]([C:10]1[CH:15]=[CH:14][C:13]([CH3:16])=[CH:12][CH:11]=1)(=[O:9])=[O:8])C.CO.C(=O)([O-])[O-].[K+].[K+]. Product: [N+:25]([C:22]1[CH:23]=[CH:24][C:19]([CH2:18][CH2:17][N:6]([CH2:5][C:4]([OH:28])=[O:3])[S:7]([C:10]2[CH:15]=[CH:14][C:13]([CH3:16])=[CH:12][CH:11]=2)(=[O:9])=[O:8])=[CH:20][CH:21]=1)([O-:27])=[O:26]. The catalyst class is: 6. (6) Reactant: Br[C:2]1[CH:3]=[C:4]([NH:8][C:9]2[C:13]3[CH2:14][N:15]([C:18](=[O:20])[CH3:19])[CH2:16][CH2:17][C:12]=3[N:11]([CH3:21])[N:10]=2)[CH:5]=[CH:6][CH:7]=1.CC1(C)C(C)(C)OB([C:30]2[S:34][CH:33]=[N:32][CH:31]=2)O1.ClCCl.C([O-])([O-])=O.[Na+].[Na+]. Product: [CH3:21][N:11]1[C:12]2[CH2:17][CH2:16][N:15]([C:18](=[O:20])[CH3:19])[CH2:14][C:13]=2[C:9]([NH:8][C:4]2[CH:5]=[CH:6][CH:7]=[C:2]([C:30]3[S:34][CH:33]=[N:32][CH:31]=3)[CH:3]=2)=[N:10]1. The catalyst class is: 117. (7) Reactant: F[C:2]1[N:7]=[C:6]([O:8][CH2:9][CH3:10])[C:5]([S:11][C:12]2[N:17]=[C:16]([NH:18][C:19](=[O:21])[CH3:20])[CH:15]=[C:14]([NH:22][C:23](=[O:25])[CH3:24])[N:13]=2)=[C:4]([O:26][CH2:27][CH3:28])[N:3]=1.[CH3:29][N:30]1[CH2:35][CH2:34][NH:33][CH2:32][CH2:31]1. Product: [CH2:27]([O:26][C:4]1[C:5]([S:11][C:12]2[N:17]=[C:16]([NH:18][C:19](=[O:21])[CH3:20])[CH:15]=[C:14]([NH:22][C:23](=[O:25])[CH3:24])[N:13]=2)=[C:6]([O:8][CH2:9][CH3:10])[N:7]=[C:2]([N:33]2[CH2:34][CH2:35][N:30]([CH3:29])[CH2:31][CH2:32]2)[N:3]=1)[CH3:28]. The catalyst class is: 3.